This data is from Full USPTO retrosynthesis dataset with 1.9M reactions from patents (1976-2016). The task is: Predict the reactants needed to synthesize the given product. Given the product [CH3:1][N:2]1[CH2:3][CH2:4][N:5]([C:8]2[CH:13]=[N:12][C:11]([NH:14][C:29]([C:27]3[O:28][C:24]([C:22]#[N:23])=[CH:25][CH:26]=3)=[O:30])=[C:10]([N:15]3[CH2:16][CH2:17][CH:18]([CH3:21])[CH2:19][CH2:20]3)[N:9]=2)[CH2:6][CH2:7]1, predict the reactants needed to synthesize it. The reactants are: [CH3:1][N:2]1[CH2:7][CH2:6][N:5]([C:8]2[CH:13]=[N:12][C:11]([NH2:14])=[C:10]([N:15]3[CH2:20][CH2:19][CH:18]([CH3:21])[CH2:17][CH2:16]3)[N:9]=2)[CH2:4][CH2:3]1.[C:22]([C:24]1[O:28][C:27]([C:29](Cl)=[O:30])=[CH:26][CH:25]=1)#[N:23].CCN(C(C)C)C(C)C.